Dataset: Forward reaction prediction with 1.9M reactions from USPTO patents (1976-2016). Task: Predict the product of the given reaction. Given the reactants [N:1]1[CH:6]=[CH:5][N:4]=[CH:3][C:2]=1[NH2:7].O=[CH:9][C:10]1[CH:18]=[CH:17][C:15]([OH:16])=[C:12]([O:13][CH3:14])[CH:11]=1.[N+:19]([CH2:21][C:22]1[CH:31]=[CH:30][C:25]2[O:26][CH2:27][CH2:28][O:29][C:24]=2[CH:23]=1)#[C-:20], predict the reaction product. The product is: [O:26]1[CH2:27][CH2:28][O:29][C:24]2[CH:23]=[C:22]([CH2:21][NH:19][C:20]3[N:1]4[CH:6]=[CH:5][N:4]=[CH:3][C:2]4=[N:7][C:9]=3[C:10]3[CH:18]=[CH:17][C:15]([OH:16])=[C:12]([O:13][CH3:14])[CH:11]=3)[CH:31]=[CH:30][C:25]1=2.